This data is from Catalyst prediction with 721,799 reactions and 888 catalyst types from USPTO. The task is: Predict which catalyst facilitates the given reaction. Product: [Cl:17][C:18]1[CH:23]=[CH:22][CH:21]=[C:20]([CH3:24])[C:19]=1[N:25]1[C:8](=[O:10])[C:7]2[C:2](=[N:3][C:4]([S:13][CH3:14])=[N:5][CH:6]=2)[NH:1][C:26]1=[O:27]. Reactant: [NH2:1][C:2]1[C:7]([C:8]([O:10]CC)=O)=[CH:6][N:5]=[C:4]([S:13][CH3:14])[N:3]=1.[H-].[Na+].[Cl:17][C:18]1[CH:23]=[CH:22][CH:21]=[C:20]([CH3:24])[C:19]=1[N:25]=[C:26]=[O:27].Cl. The catalyst class is: 42.